This data is from NCI-60 drug combinations with 297,098 pairs across 59 cell lines. The task is: Regression. Given two drug SMILES strings and cell line genomic features, predict the synergy score measuring deviation from expected non-interaction effect. (1) Drug 1: C1CCN(CC1)CCOC2=CC=C(C=C2)C(=O)C3=C(SC4=C3C=CC(=C4)O)C5=CC=C(C=C5)O. Drug 2: CC1C(C(CC(O1)OC2CC(CC3=C2C(=C4C(=C3O)C(=O)C5=C(C4=O)C(=CC=C5)OC)O)(C(=O)C)O)N)O.Cl. Cell line: KM12. Synergy scores: CSS=56.7, Synergy_ZIP=11.2, Synergy_Bliss=10.9, Synergy_Loewe=-28.3, Synergy_HSA=8.03. (2) Drug 1: CC1=CC2C(CCC3(C2CCC3(C(=O)C)OC(=O)C)C)C4(C1=CC(=O)CC4)C. Drug 2: C#CCC(CC1=CN=C2C(=N1)C(=NC(=N2)N)N)C3=CC=C(C=C3)C(=O)NC(CCC(=O)O)C(=O)O. Cell line: SK-MEL-5. Synergy scores: CSS=-8.02, Synergy_ZIP=3.48, Synergy_Bliss=-2.47, Synergy_Loewe=-12.3, Synergy_HSA=-12.3. (3) Synergy scores: CSS=2.02, Synergy_ZIP=1.86, Synergy_Bliss=-6.70, Synergy_Loewe=-0.483, Synergy_HSA=-3.45. Drug 2: CCC1(CC2CC(C3=C(CCN(C2)C1)C4=CC=CC=C4N3)(C5=C(C=C6C(=C5)C78CCN9C7C(C=CC9)(C(C(C8N6C)(C(=O)OC)O)OC(=O)C)CC)OC)C(=O)OC)O.OS(=O)(=O)O. Drug 1: CCN(CC)CCNC(=O)C1=C(NC(=C1C)C=C2C3=C(C=CC(=C3)F)NC2=O)C. Cell line: MDA-MB-231. (4) Drug 1: CC1=C(C(CCC1)(C)C)C=CC(=CC=CC(=CC(=O)O)C)C. Drug 2: C1CN(P(=O)(OC1)NCCCl)CCCl. Cell line: SF-539. Synergy scores: CSS=23.8, Synergy_ZIP=-4.16, Synergy_Bliss=-2.54, Synergy_Loewe=-45.6, Synergy_HSA=-0.276. (5) Drug 1: CCCCC(=O)OCC(=O)C1(CC(C2=C(C1)C(=C3C(=C2O)C(=O)C4=C(C3=O)C=CC=C4OC)O)OC5CC(C(C(O5)C)O)NC(=O)C(F)(F)F)O. Drug 2: C1C(C(OC1N2C=NC3=C2NC=NCC3O)CO)O. Cell line: OVCAR-5. Synergy scores: CSS=36.4, Synergy_ZIP=-1.22, Synergy_Bliss=-2.47, Synergy_Loewe=-4.66, Synergy_HSA=-1.73. (6) Drug 1: C1=NC2=C(N1)C(=S)N=C(N2)N. Drug 2: COC1=NC(=NC2=C1N=CN2C3C(C(C(O3)CO)O)O)N. Cell line: ACHN. Synergy scores: CSS=46.7, Synergy_ZIP=-2.18, Synergy_Bliss=-2.71, Synergy_Loewe=-21.1, Synergy_HSA=-1.04. (7) Drug 1: CNC(=O)C1=CC=CC=C1SC2=CC3=C(C=C2)C(=NN3)C=CC4=CC=CC=N4. Drug 2: C1=C(C(=O)NC(=O)N1)N(CCCl)CCCl. Cell line: OVCAR3. Synergy scores: CSS=18.5, Synergy_ZIP=-2.23, Synergy_Bliss=2.85, Synergy_Loewe=-0.909, Synergy_HSA=0.110.